Regression. Given a peptide amino acid sequence and an MHC pseudo amino acid sequence, predict their binding affinity value. This is MHC class II binding data. From a dataset of Peptide-MHC class II binding affinity with 134,281 pairs from IEDB. (1) The peptide sequence is DDIKATYDKGILTVS. The MHC is DRB1_1302 with pseudo-sequence DRB1_1302. The binding affinity (normalized) is 0.496. (2) The peptide sequence is FLLMYEMHRESLLKS. The MHC is DRB1_1302 with pseudo-sequence DRB1_1302. The binding affinity (normalized) is 0.617. (3) The peptide sequence is EQQWNFAGIEAAASA. The binding affinity (normalized) is 0.391. The MHC is HLA-DPA10301-DPB10402 with pseudo-sequence HLA-DPA10301-DPB10402. (4) The peptide sequence is LSFAAALNGLAGPLH. The MHC is HLA-DPA10103-DPB10401 with pseudo-sequence HLA-DPA10103-DPB10401. The binding affinity (normalized) is 0.177. (5) The peptide sequence is ATVATAPEVKYTVFE. The MHC is DRB1_0401 with pseudo-sequence DRB1_0401. The binding affinity (normalized) is 0.186. (6) The peptide sequence is HYLALLVKYAAGDGN. The MHC is DRB1_0405 with pseudo-sequence DRB1_0405. The binding affinity (normalized) is 0.451. (7) The peptide sequence is YDKFLANVRTVLTGK. The MHC is DRB1_1602 with pseudo-sequence DRB1_1602. The binding affinity (normalized) is 0.788.